Dataset: TCR-epitope binding with 47,182 pairs between 192 epitopes and 23,139 TCRs. Task: Binary Classification. Given a T-cell receptor sequence (or CDR3 region) and an epitope sequence, predict whether binding occurs between them. (1) The epitope is GLNKIVRMY. The TCR CDR3 sequence is CATQGLGTDTQYF. Result: 0 (the TCR does not bind to the epitope). (2) The epitope is HLVDFQVTI. The TCR CDR3 sequence is CASSVAVGTGSGANVLTF. Result: 0 (the TCR does not bind to the epitope).